From a dataset of Reaction yield outcomes from USPTO patents with 853,638 reactions. Predict the reaction yield, written as a fraction of the theoretical maximum amount of product (1.0 means a 100% yield; for example, 0.34 means a 34% yield). (1) The reactants are [C:1]1(P(C2C=CC=CC=2)C2C=CC=CC=2)[CH:6]=CC=C[CH:2]=1.C[O:21][C:22](=[O:31])[C:23]1[CH:28]=[CH:27][C:26]([OH:29])=[C:25]([Cl:30])[CH:24]=1.C1C=CC(COC(/N=N/C(OCC2C=CC=CC=2)=O)=O)=CC=1.C(O)(C)C. The catalyst is C1COCC1. The product is [Cl:30][C:25]1[CH:24]=[C:23]([CH:28]=[CH:27][C:26]=1[O:29][CH:1]([CH3:6])[CH3:2])[C:22]([OH:21])=[O:31]. The yield is 0.714. (2) The reactants are [Cl:1][C:2]1[CH:7]=[C:6]([Cl:8])[CH:5]=[CH:4][C:3]=1[CH2:9][CH:10]([NH2:12])[CH3:11].C(N(CC)CC)C.[F:20][C:21]([F:32])([F:31])[C:22]1[CH:30]=[CH:29][CH:28]=[CH:27][C:23]=1[C:24](Cl)=[O:25].O. The catalyst is O1CCCC1. The product is [Cl:1][C:2]1[CH:7]=[C:6]([Cl:8])[CH:5]=[CH:4][C:3]=1[CH2:9][CH:10]([NH:12][C:24](=[O:25])[C:23]1[CH:27]=[CH:28][CH:29]=[CH:30][C:22]=1[C:21]([F:20])([F:31])[F:32])[CH3:11]. The yield is 0.270. (3) The catalyst is CN(C)C=O. The product is [Cl:1][C:2]1[CH:3]=[CH:4][C:5]([OH:11])=[C:6]([CH:10]=1)[C:7]#[N:8]. The yield is 0.850. The reactants are [Cl:1][C:2]1[CH:3]=[CH:4][C:5]([OH:11])=[C:6]([CH:10]=1)[CH:7]=[N:8]O.P(Cl)(Cl)(Cl)=O. (4) The reactants are [Cl:1][C:2]1[CH:24]=[CH:23][C:5]([CH2:6][NH:7][C:8]([CH:10]2[CH2:15][CH2:14][N:13]([C:16]([O:18][C:19]([CH3:22])([CH3:21])[CH3:20])=[O:17])[CH2:12][CH2:11]2)=O)=[CH:4][CH:3]=1.B.O1CCCC1.[Cl-].[NH4+].C(OCC)(=O)C. The catalyst is O1CCCC1. The product is [Cl:1][C:2]1[CH:24]=[CH:23][C:5]([CH2:6][NH:7][CH2:8][CH:10]2[CH2:15][CH2:14][N:13]([C:16]([O:18][C:19]([CH3:20])([CH3:21])[CH3:22])=[O:17])[CH2:12][CH2:11]2)=[CH:4][CH:3]=1. The yield is 0.810.